From a dataset of Catalyst prediction with 721,799 reactions and 888 catalyst types from USPTO. Predict which catalyst facilitates the given reaction. (1) Reactant: [N:1]1([NH:10][C:11](=[O:19])OC2C=CC=CC=2)[C:9]2[C:4](=[CH:5][CH:6]=[CH:7][CH:8]=2)[CH:3]=[CH:2]1.[NH2:20][CH2:21][C:22]1[CH:27]=[CH:26][N:25]=[CH:24][CH:23]=1. Product: [N:1]1([NH:10][C:11]([NH:20][CH2:21][C:22]2[CH:27]=[CH:26][N:25]=[CH:24][CH:23]=2)=[O:19])[C:9]2[C:4](=[CH:5][CH:6]=[CH:7][CH:8]=2)[CH:3]=[CH:2]1. The catalyst class is: 11. (2) Reactant: [Cl:1][CH2:2][C:3](=O)[CH2:4]Cl.[NH2:7][C:8]1[CH:13]=[CH:12][CH:11]=[CH:10][N:9]=1. Product: [Cl:1][CH2:2][C:3]1[N:7]=[C:8]2[CH:13]=[CH:12][CH:11]=[CH:10][N:9]2[CH:4]=1. The catalyst class is: 57. (3) Reactant: [CH:1]([O:4][C:5]([N:7]1[CH2:12][CH2:11][CH:10]([O:13][C:14]2[C:19]([O:20][CH3:21])=[C:18](Cl)[N:17]=[CH:16][N:15]=2)[CH2:9][CH2:8]1)=[O:6])([CH3:3])[CH3:2].C(=O)([O-])[O-].[K+].[K+].[Br:29][C:30]1[CH:35]=[CH:34][C:33]([OH:36])=[C:32]([F:37])[CH:31]=1. Product: [CH:1]([O:4][C:5]([N:7]1[CH2:12][CH2:11][CH:10]([O:13][C:14]2[C:19]([O:20][CH3:21])=[C:18]([O:36][C:33]3[CH:34]=[CH:35][C:30]([Br:29])=[CH:31][C:32]=3[F:37])[N:17]=[CH:16][N:15]=2)[CH2:9][CH2:8]1)=[O:6])([CH3:3])[CH3:2]. The catalyst class is: 44. (4) Reactant: [CH2:1]([O:4][C:5]1[CH:10]=[CH:9][C:8]([OH:11])=[CH:7][C:6]=1[N:12]1[C:20](=[O:21])[C:19]2[C:14](=[CH:15][CH:16]=[CH:17][CH:18]=2)[C:13]1=[O:22])[CH:2]=[CH2:3].Br[CH2:24][CH2:25][O:26][CH:27]1[CH2:32][CH2:31][CH2:30][CH2:29][O:28]1.C([O-])([O-])=O.[K+].[K+]. Product: [CH2:1]([O:4][C:5]1[CH:10]=[CH:9][C:8]([O:11][CH2:24][CH2:25][O:26][CH:27]2[CH2:32][CH2:31][CH2:30][CH2:29][O:28]2)=[CH:7][C:6]=1[N:12]1[C:13](=[O:22])[C:14]2[C:19](=[CH:18][CH:17]=[CH:16][CH:15]=2)[C:20]1=[O:21])[CH:2]=[CH2:3]. The catalyst class is: 21. (5) Reactant: [F:1][C:2]1[CH:3]=[C:4]2[C:9](=[CH:10][CH:11]=1)[N:8]=[C:7]([C:12]1[CH:17]=[CH:16][CH:15]=[CH:14][C:13]=1[OH:18])[N:6]=[C:5]2[N:19]1[CH2:23][CH2:22][C@@H:21]([NH:24]C(=O)OCC2C=CC=CC=2)[CH2:20]1. Product: [NH2:24][C@@H:21]1[CH2:22][CH2:23][N:19]([C:5]2[C:4]3[C:9](=[CH:10][CH:11]=[C:2]([F:1])[CH:3]=3)[N:8]=[C:7]([C:12]3[CH:17]=[CH:16][CH:15]=[CH:14][C:13]=3[OH:18])[N:6]=2)[CH2:20]1. The catalyst class is: 19. (6) Reactant: [O:1]1[CH:3]([CH2:4][CH3:5])[CH2:2]1.[NH:6]1[CH:10]=[CH:9][N:8]=[CH:7]1. Product: [N:6]1([CH2:2][CH:3]([OH:1])[CH2:4][CH3:5])[CH:10]=[CH:9][N:8]=[CH:7]1. The catalyst class is: 10. (7) Reactant: [C:1]([CH2:3][C:4]([NH2:6])=[O:5])#[N:2].[F:7][C:8]([F:16])([F:15])[C:9]([CH2:11][C:12](=O)[CH3:13])=O.C([O-])([O-])=O.[K+].[K+]. Product: [CH3:13][C:12]1[NH:6][C:4](=[O:5])[C:3]([C:1]#[N:2])=[C:9]([C:8]([F:16])([F:15])[F:7])[CH:11]=1. The catalyst class is: 6. (8) Reactant: [Cl:1][C:2]1[N:7]=[C:6]([NH:8][C:9](=[O:14])[C:10]([CH3:13])([CH3:12])[CH3:11])[NH:5][C:4]2=[N:15][CH:16]=[CH:17][C:3]=12.[I:18]N1C(=O)CCC1=O. Product: [Cl:1][C:2]1[N:7]=[C:6]([NH:8][C:9](=[O:14])[C:10]([CH3:13])([CH3:11])[CH3:12])[NH:5][C:4]2=[N:15][CH:16]=[C:17]([I:18])[C:3]=12. The catalyst class is: 1.